This data is from Forward reaction prediction with 1.9M reactions from USPTO patents (1976-2016). The task is: Predict the product of the given reaction. (1) Given the reactants [S:1]1[CH:5]=[C:4]([CH2:6][NH2:7])[N:3]=[CH:2]1.[CH3:8][C:9]([O:12][C:13]([N:15]([C:33]([O:35][C:36]([CH3:39])([CH3:38])[CH3:37])=[O:34])[N:16]([C:24]1[C:29]([F:30])=[C:28](Cl)[N:27]=[C:26]([Cl:32])[N:25]=1)[C:17]([O:19][C:20]([CH3:23])([CH3:22])[CH3:21])=[O:18])=[O:14])([CH3:11])[CH3:10].C(N(CC)CC)C, predict the reaction product. The product is: [CH3:11][C:9]([O:12][C:13]([N:15]([C:33]([O:35][C:36]([CH3:39])([CH3:38])[CH3:37])=[O:34])[N:16]([C:24]1[C:29]([F:30])=[C:28]([NH:7][CH2:6][C:4]2[N:3]=[CH:2][S:1][CH:5]=2)[N:27]=[C:26]([Cl:32])[N:25]=1)[C:17]([O:19][C:20]([CH3:21])([CH3:22])[CH3:23])=[O:18])=[O:14])([CH3:8])[CH3:10]. (2) Given the reactants [OH:1][C:2]1[CH:3]=[C:4]([CH:7]=[CH:8][C:9]=1[O:10][CH2:11][CH2:12][CH3:13])[CH:5]=O.[CH3:14][C:15]([C:17]1[CH:22]=[C:21]([O:23][CH3:24])[CH:20]=[C:19]([O:25][CH3:26])[CH:18]=1)=[O:16].[OH-].[Na+], predict the reaction product. The product is: [OH:1][C:2]1[CH:3]=[C:4](/[CH:5]=[CH:14]/[C:15]([C:17]2[CH:18]=[C:19]([O:25][CH3:26])[CH:20]=[C:21]([O:23][CH3:24])[CH:22]=2)=[O:16])[CH:7]=[CH:8][C:9]=1[O:10][CH2:11][CH2:12][CH3:13]. (3) Given the reactants [NH2:1][C:2]1[NH:3][C:4](SC)=[C:5]([C:10]([NH2:12])=[O:11])[C:6]=1[C:7]([NH2:9])=[O:8], predict the reaction product. The product is: [NH2:1][C:2]1[NH:3][CH:4]=[C:5]([C:10]([NH2:12])=[O:11])[C:6]=1[C:7]([NH2:9])=[O:8].